From a dataset of Full USPTO retrosynthesis dataset with 1.9M reactions from patents (1976-2016). Predict the reactants needed to synthesize the given product. (1) Given the product [NH2:55][C:51]1[N:50]=[CH:49][N:48]=[C:47]2[C:52]=1[N:53]=[CH:54][N:46]2[CH2:45][C@@H:35]1[C@@H:34]([C@@:30]2([CH3:33])[CH2:31][CH2:32][C@H:27]([OH:26])[CH2:28][C@@H:29]2[CH2:56][OH:57])[CH2:42][CH2:41][C@@:40]2([CH3:43])[C@H:36]1[CH2:37][CH2:38][C:39]2=[CH2:44], predict the reactants needed to synthesize it. The reactants are: CCCC[N+](CCCC)(CCCC)CCCC.[F-].[Si]([O:26][C@H:27]1[CH2:32][CH2:31][C@@:30]([C@H:34]2[CH2:42][CH2:41][C@@:40]3([CH3:43])[C@@H:36]([CH2:37][CH2:38][C:39]3=[CH2:44])[C@@H:35]2[CH2:45][N:46]2[CH:54]=[N:53][C:52]3[C:47]2=[N:48][CH:49]=[N:50][C:51]=3[NH2:55])([CH3:33])[C@@H:29]([CH2:56][O:57][Si](C(C)(C)C)(C)C)[CH2:28]1)(C(C)(C)C)(C)C. (2) Given the product [CH:3]1([N:8]2[C:32](=[O:33])[C:11]3=[CH:12][N:13]([CH2:20][C:21]4[CH:22]=[CH:23][C:24]([N:27]5[CH:31]=[CH:30][CH:29]=[N:28]5)=[CH:25][CH:26]=4)[C:14]4[CH:15]=[CH:16][CH:17]=[CH:18][C:19]=4[C:10]3=[N:9]2)[CH2:4][CH2:5][CH2:6][CH:7]=[CH:2]1, predict the reactants needed to synthesize it. The reactants are: O[C@@H:2]1[CH2:7][CH2:6][CH2:5][CH2:4][C@H:3]1[N:8]1[C:32](=[O:33])[C:11]2=[CH:12][N:13]([CH2:20][C:21]3[CH:26]=[CH:25][C:24]([N:27]4[CH:31]=[CH:30][CH:29]=[N:28]4)=[CH:23][CH:22]=3)[C:14]3[CH:15]=[CH:16][CH:17]=[CH:18][C:19]=3[C:10]2=[N:9]1.FC(F)(F)C(C(F)(F)F)(OS(OC(C(F)(F)F)(C(F)(F)F)C1C=CC=CC=1)(C1C=CC=CC=1)C1C=CC=CC=1)C1C=CC=CC=1.C(=O)(O)[O-].[Na+]. (3) Given the product [CH3:26][C:27]([CH3:30])=[CH:28][C:29]1[CH:5]=[CH:4][C:3]([CH:2]=[O:1])=[N:25][CH:24]=1, predict the reactants needed to synthesize it. The reactants are: [O:1]1[CH2:5][CH2:4][CH2:3][CH2:2]1.C([Mg]Cl)CCC.CCCCCC.C([Li])CCC.Br[C:24]1[CH:29]=[CH:28][C:27]([CH:30]=C(C)C)=[CH:26][N:25]=1.[Cl-].[NH4+]. (4) Given the product [CH2:1]([C:14]1[CH:13]=[CH:12][CH:11]=[C:10]([CH2:1][CH2:2][CH2:3][CH2:4][CH2:5][CH3:6])[N:15]=1)[CH2:2][CH2:3][CH2:4][CH2:5][CH3:6], predict the reactants needed to synthesize it. The reactants are: [CH2:1]([Mg]Br)[CH2:2][CH2:3][CH2:4][CH2:5][CH3:6].Cl[C:10]1[N:15]=[C:14](OS(C(F)(F)F)(=O)=O)[CH:13]=[CH:12][CH:11]=1. (5) Given the product [CH3:7][C:6]1[C:2]([NH:1][CH:21]=[C:22]([C:23]([O:25][CH2:26][CH3:27])=[O:24])[C:28]([O:30][CH2:31][CH3:32])=[O:29])=[CH:3][S:4][CH:5]=1, predict the reactants needed to synthesize it. The reactants are: [NH2:1][C:2]1[C:6]([CH3:7])=[CH:5][S:4][C:3]=1C(OC)=O.[OH-].[Na+].C(O)(=O)C.C(O[CH:21]=[C:22]([C:28]([O:30][CH2:31][CH3:32])=[O:29])[C:23]([O:25][CH2:26][CH3:27])=[O:24])C. (6) Given the product [Cl:8][C:9]1[CH:10]=[CH:11][C:12]([OH:23])=[C:13]([CH:14]=[CH:15][C:16]2[CH:17]=[CH:18][CH:19]=[CH:20][CH:21]=2)[CH:22]=1, predict the reactants needed to synthesize it. The reactants are: B(Br)(Br)Br.ClCCl.[Cl:8][C:9]1[CH:10]=[CH:11][C:12]([O:23]C)=[C:13]([CH:22]=1)[CH:14]=[CH:15][C:16]1[CH:21]=[CH:20][CH:19]=[CH:18][CH:17]=1. (7) The reactants are: [NH2:1][CH2:2][CH2:3][C:4]([C:6]1[CH:20]=[CH:19][C:9]2[N:10]=[C:11]([NH:13][C:14]([NH:16][CH2:17][CH3:18])=[O:15])[S:12][C:8]=2[CH:7]=1)=[O:5].C(N(CC)CC)C.[F:28][C:29]1[CH:37]=[CH:36][C:35]([F:38])=[CH:34][C:30]=1[C:31](Cl)=[O:32]. Given the product [CH2:17]([NH:16][C:14]([NH:13][C:11]1[S:12][C:8]2[CH:7]=[C:6]([C:4](=[O:5])[CH2:3][CH2:2][NH:1][C:31](=[O:32])[C:30]3[CH:34]=[C:35]([F:38])[CH:36]=[CH:37][C:29]=3[F:28])[CH:20]=[CH:19][C:9]=2[N:10]=1)=[O:15])[CH3:18], predict the reactants needed to synthesize it.